This data is from NCI-60 drug combinations with 297,098 pairs across 59 cell lines. The task is: Regression. Given two drug SMILES strings and cell line genomic features, predict the synergy score measuring deviation from expected non-interaction effect. Drug 1: C1=NC2=C(N=C(N=C2N1C3C(C(C(O3)CO)O)F)Cl)N. Drug 2: C#CCC(CC1=CN=C2C(=N1)C(=NC(=N2)N)N)C3=CC=C(C=C3)C(=O)NC(CCC(=O)O)C(=O)O. Cell line: T-47D. Synergy scores: CSS=0.522, Synergy_ZIP=2.84, Synergy_Bliss=2.64, Synergy_Loewe=-2.89, Synergy_HSA=-3.05.